From a dataset of Forward reaction prediction with 1.9M reactions from USPTO patents (1976-2016). Predict the product of the given reaction. The product is: [C:28]1([S:34]([N:1]2[CH2:2][CH2:3][CH:4]([CH2:7][N:8]3[C:12]4[CH:13]=[CH:14][C:15]([C:17]5[CH:18]=[N:19][N:20]([CH:22]6[CH2:27][CH2:26][CH2:25][CH2:24][O:23]6)[CH:21]=5)=[CH:16][C:11]=4[N:10]=[CH:9]3)[CH2:5][CH2:6]2)(=[O:36])=[O:35])[CH:33]=[CH:32][CH:31]=[CH:30][CH:29]=1. Given the reactants [NH:1]1[CH2:6][CH2:5][CH:4]([CH2:7][N:8]2[C:12]3[CH:13]=[CH:14][C:15]([C:17]4[CH:18]=[N:19][N:20]([CH:22]5[CH2:27][CH2:26][CH2:25][CH2:24][O:23]5)[CH:21]=4)=[CH:16][C:11]=3[N:10]=[CH:9]2)[CH2:3][CH2:2]1.[C:28]1([S:34](Cl)(=[O:36])=[O:35])[CH:33]=[CH:32][CH:31]=[CH:30][CH:29]=1, predict the reaction product.